This data is from Reaction yield outcomes from USPTO patents with 853,638 reactions. The task is: Predict the reaction yield, written as a fraction of the theoretical maximum amount of product (1.0 means a 100% yield; for example, 0.34 means a 34% yield). (1) The reactants are [C:1](Cl)(Cl)=[O:2].[Si:5]([O:12][CH2:13][C:14]1[CH:20]=[CH:19][CH:18]=[C:17]([CH2:21][O:22][Si:23]([C:26]([CH3:29])([CH3:28])[CH3:27])([CH3:25])[CH3:24])[C:15]=1[NH2:16])([C:8]([CH3:11])([CH3:10])[CH3:9])([CH3:7])[CH3:6].[OH:30][CH2:31][C:32]1[CH:37]=[CH:36][C:35]([B:38]2[O:46][C:43]([CH3:45])([CH3:44])[C:40]([CH3:42])([CH3:41])[O:39]2)=[CH:34][CH:33]=1. The catalyst is C1(C)C=CC=CC=1.CCCCCCCCCCCC(O[Sn](OC(CCCCCCCCCCC)=O)(CCCC)CCCC)=O. The product is [Si:5]([O:12][CH2:13][C:14]1[CH:20]=[CH:19][CH:18]=[C:17]([CH2:21][O:22][Si:23]([C:26]([CH3:29])([CH3:28])[CH3:27])([CH3:24])[CH3:25])[C:15]=1[NH:16][C:1](=[O:2])[O:30][CH2:31][C:32]1[CH:33]=[CH:34][C:35]([B:38]2[O:46][C:43]([CH3:45])([CH3:44])[C:40]([CH3:42])([CH3:41])[O:39]2)=[CH:36][CH:37]=1)([C:8]([CH3:11])([CH3:10])[CH3:9])([CH3:7])[CH3:6]. The yield is 0.600. (2) The reactants are [ClH:1].[CH2:2]([C:7]1[N:8]=[C:9]([NH2:12])[NH:10][CH:11]=1)[CH2:3][CH2:4][C:5]#[CH:6].[N:13]([CH2:16][C:17]1[CH:21]=[CH:20][S:19][CH:18]=1)=[N+:14]=[N-:15]. No catalyst specified. The product is [ClH:1].[S:19]1[CH:20]=[CH:21][C:17]([CH2:16][N:13]2[CH:6]=[C:5]([CH2:4][CH2:3][CH2:2][C:7]3[N:8]=[C:9]([NH2:12])[NH:10][CH:11]=3)[N:15]=[N:14]2)=[CH:18]1. The yield is 0.460. (3) The reactants are [F:1][C:2]([F:18])([C:8]1[CH:9]=[C:10]2[C:15](=[CH:16][CH:17]=1)[N:14]=[CH:13][CH:12]=[CH:11]2)[C:3](OCC)=[O:4].[NH2:19][NH2:20].Cl. The catalyst is C(O)C. The product is [F:1][C:2]([F:18])([C:8]1[CH:9]=[C:10]2[C:15](=[CH:16][CH:17]=1)[N:14]=[CH:13][CH:12]=[CH:11]2)[C:3]([NH:19][NH2:20])=[O:4]. The yield is 0.910. (4) The reactants are [CH3:1][N:2]1[C:10]([CH:11]=O)=[N:9][C:8]2[C:3]1=[N:4][C:5]([N:19]1[C:23]3[CH:24]=[CH:25][CH:26]=[CH:27][C:22]=3[N:21]=[C:20]1[CH3:28])=[N:6][C:7]=2[N:13]1[CH2:18][CH2:17][O:16][CH2:15][CH2:14]1.[O:29]1[C:33]2([CH2:38][CH2:37][NH:36][CH2:35][CH2:34]2)[CH2:32][NH:31][C:30]1=[O:39].C(O[BH-](OC(=O)C)OC(=O)C)(=O)C.[Na+]. The catalyst is ClCCCl. The product is [CH3:1][N:2]1[C:10]([CH2:11][N:36]2[CH2:35][CH2:34][C:33]3([O:29][C:30](=[O:39])[NH:31][CH2:32]3)[CH2:38][CH2:37]2)=[N:9][C:8]2[C:3]1=[N:4][C:5]([N:19]1[C:23]3[CH:24]=[CH:25][CH:26]=[CH:27][C:22]=3[N:21]=[C:20]1[CH3:28])=[N:6][C:7]=2[N:13]1[CH2:14][CH2:15][O:16][CH2:17][CH2:18]1. The yield is 0.560. (5) The reactants are [CH:1]1([N:5]2[C:9]3[N:10]=[C:11]([O:14]C)[N:12]=[CH:13][C:8]=3[CH:7]=[CH:6]2)[CH2:4][CH2:3][CH2:2]1.[NH4+].[OH-]. The catalyst is Br.C(O)(=O)C. The product is [CH:1]1([N:5]2[C:9]3[N:10]=[C:11]([OH:14])[N:12]=[CH:13][C:8]=3[CH:7]=[CH:6]2)[CH2:2][CH2:3][CH2:4]1. The yield is 0.740.